This data is from Full USPTO retrosynthesis dataset with 1.9M reactions from patents (1976-2016). The task is: Predict the reactants needed to synthesize the given product. Given the product [Cl:1][C:2]1[N:7]=[CH:6][C:5]2[C:8]([O:18][CH2:20][CH3:21])=[N:9][N:10]([C:11]([O:13][C:14]([CH3:15])([CH3:17])[CH3:16])=[O:12])[C:4]=2[CH:3]=1, predict the reactants needed to synthesize it. The reactants are: [Cl:1][C:2]1[N:7]=[CH:6][C:5]2[C:8](=[O:18])[NH:9][N:10]([C:11]([O:13][C:14]([CH3:17])([CH3:16])[CH3:15])=[O:12])[C:4]=2[CH:3]=1.I[CH2:20][CH3:21].C(=O)([O-])[O-].[Cs+].[Cs+].O.